Task: Binary Classification. Given a drug SMILES string, predict its activity (active/inactive) in a high-throughput screening assay against a specified biological target.. Dataset: HIV replication inhibition screening data with 41,000+ compounds from the AIDS Antiviral Screen (1) The compound is Cc1c(NC(=O)OCc2ccccc2)no[n+]1[O-]. The result is 0 (inactive). (2) The compound is CN(C)C(=S)N=c1ssc(=NS(=O)(=O)c2ccccc2)n1C. The result is 0 (inactive). (3) The compound is CC(C)C(C)C=CC(C)C1CC2C3=CC=C4CC(OC5OCC(O)C6OC(=O)C(=O)OC56)CCC4(C)C3CCC2(C)C1. The result is 0 (inactive). (4) The result is 0 (inactive). The compound is CSc1nc(O)cc(NC2OCC(O)C(O)C2O)n1. (5) The molecule is Cc1ccc(-c2cc(-c3ccccc3)c(C#N)c(=O)n2C2OC(CO)C(O)C(O)C2O)cc1. The result is 1 (active). (6) The drug is O=C(CCCCCCCCCCc1ccccc1)C1=C(O)CCCC1=O. The result is 0 (inactive). (7) The molecule is Cc1ccsc1C=NNc1ncccn1. The result is 0 (inactive). (8) The compound is CC(=NN=C(C)C1CC(CC(=O)O)C1(C)C)C1CC(CC(=O)O)C1(C)C. The result is 0 (inactive). (9) The drug is Cc1cc(=O)n2c(nc3ccccc32)s1. The result is 0 (inactive). (10) The compound is CNc1ccc(C)cc1S(=O)(=O)c1ccccc1[N+](=O)[O-]. The result is 1 (active).